Dataset: Forward reaction prediction with 1.9M reactions from USPTO patents (1976-2016). Task: Predict the product of the given reaction. Given the reactants [CH2:1]([C:5]1([CH2:22][CH2:23][CH2:24][CH:25]=C)[CH2:13][C:12]2[C:7](=[CH:8][CH:9]=[C:10]([O:14][CH2:15][O:16][CH3:17])[CH:11]=2)[C:6]1([C:19]([CH3:21])=[CH2:20])[OH:18])[CH2:2][CH2:3]C, predict the reaction product. The product is: [CH2:22]([C:5]12[CH2:1][CH2:2][CH2:3][CH:21]=[C:19]([CH3:20])[C:6]1([OH:18])[C:7]1[CH:8]=[CH:9][C:10]([O:14][CH2:15][O:16][CH3:17])=[CH:11][C:12]=1[CH2:13]2)[CH2:23][CH2:24][CH3:25].